From a dataset of Peptide-MHC class I binding affinity with 185,985 pairs from IEDB/IMGT. Regression. Given a peptide amino acid sequence and an MHC pseudo amino acid sequence, predict their binding affinity value. This is MHC class I binding data. The MHC is HLA-B27:05 with pseudo-sequence HLA-B27:05. The peptide sequence is RRYQIAQYK. The binding affinity (normalized) is 0.423.